Dataset: Forward reaction prediction with 1.9M reactions from USPTO patents (1976-2016). Task: Predict the product of the given reaction. Given the reactants [F:1][C:2]1[CH:7]=[C:6]([O:8][CH3:9])[CH:5]=[CH:4][C:3]=1[SH:10].C([O-])([O-])=O.[K+].[K+].Cl[CH2:18][C:19](=[O:21])[CH3:20], predict the reaction product. The product is: [F:1][C:2]1[CH:7]=[C:6]([O:8][CH3:9])[CH:5]=[CH:4][C:3]=1[S:10][CH2:18][C:19]([CH3:20])=[O:21].